This data is from NCI-60 drug combinations with 297,098 pairs across 59 cell lines. The task is: Regression. Given two drug SMILES strings and cell line genomic features, predict the synergy score measuring deviation from expected non-interaction effect. Drug 1: CCC(=C(C1=CC=CC=C1)C2=CC=C(C=C2)OCCN(C)C)C3=CC=CC=C3.C(C(=O)O)C(CC(=O)O)(C(=O)O)O. Drug 2: CC1CCC2CC(C(=CC=CC=CC(CC(C(=O)C(C(C(=CC(C(=O)CC(OC(=O)C3CCCCN3C(=O)C(=O)C1(O2)O)C(C)CC4CCC(C(C4)OC)OCCO)C)C)O)OC)C)C)C)OC. Cell line: RPMI-8226. Synergy scores: CSS=-0.647, Synergy_ZIP=12.1, Synergy_Bliss=12.3, Synergy_Loewe=2.18, Synergy_HSA=5.60.